Dataset: Reaction yield outcomes from USPTO patents with 853,638 reactions. Task: Predict the reaction yield, written as a fraction of the theoretical maximum amount of product (1.0 means a 100% yield; for example, 0.34 means a 34% yield). (1) The reactants are Cl[CH2:2][C:3]1[CH:4]=[C:5]([O:12][CH3:13])[C:6]2[O:10][CH2:9][O:8][C:7]=2[CH:11]=1.[C-:14]#[N:15].[Na+].O. The catalyst is CS(C)=O. The product is [CH3:13][O:12][C:5]1[C:6]2[O:10][CH2:9][O:8][C:7]=2[CH:11]=[C:3]([CH2:2][C:14]#[N:15])[CH:4]=1. The yield is 0.450. (2) The reactants are [CH3:1][CH:2]([CH3:57])[C@H:3]([NH:52][C:53](=[O:56])[O:54][CH3:55])[C:4]([N:6]1[CH2:10][CH2:9][CH2:8][C@H:7]1[C:11]1[NH:12][CH:13]=[C:14]([C:16]2[CH:21]=[CH:20][C:19]([C:22]3[CH:27]=[CH:26][C:25]([C:28]4[N:29]=[C:30]([CH:33]5[CH2:40][C:36]6([CH2:39][NH:38][CH2:37]6)[CH2:35][N:34]5[C:41](=[O:51])[C@@H:42]([NH:46][C:47]([O:49][CH3:50])=[O:48])[CH:43]([CH3:45])[CH3:44])[NH:31][CH:32]=4)=[CH:24][CH:23]=3)=[CH:18][CH:17]=2)[N:15]=1)=[O:5].[CH3:58][N:59]=[C:60]=[O:61].C(=O)([O-])[O-].[K+].[K+]. The catalyst is C(Cl)Cl. The product is [CH3:1][CH:2]([CH3:57])[C@H:3]([NH:52][C:53](=[O:56])[O:54][CH3:55])[C:4]([N:6]1[CH2:10][CH2:9][CH2:8][C@H:7]1[C:11]1[NH:12][CH:13]=[C:14]([C:16]2[CH:21]=[CH:20][C:19]([C:22]3[CH:23]=[CH:24][C:25]([C:28]4[N:29]=[C:30]([CH:33]5[CH2:40][C:36]6([CH2:37][N:38]([C:60]([NH:59][CH3:58])=[O:61])[CH2:39]6)[CH2:35][N:34]5[C:41](=[O:51])[C@@H:42]([NH:46][C:47]([O:49][CH3:50])=[O:48])[CH:43]([CH3:44])[CH3:45])[NH:31][CH:32]=4)=[CH:26][CH:27]=3)=[CH:18][CH:17]=2)[N:15]=1)=[O:5]. The yield is 0.700. (3) The reactants are C([O:8][C:9]1[C:18]([Cl:19])=[CH:17][C:12]([C:13]([NH:15][CH3:16])=[O:14])=[C:11]([O:20][CH2:21][CH2:22][CH2:23][N:24]2[CH2:29][CH2:28][C:27]([CH2:31][C:32]3[CH:37]=[CH:36][C:35]([F:38])=[CH:34][CH:33]=3)([OH:30])[C:26]([CH3:40])([CH3:39])[CH2:25]2)[CH:10]=1)C1C=CC=CC=1. The catalyst is C(OCC)(=O)C.[Pd]. The product is [Cl:19][C:18]1[C:9]([OH:8])=[CH:10][C:11]([O:20][CH2:21][CH2:22][CH2:23][N:24]2[CH2:29][CH2:28][C:27]([CH2:31][C:32]3[CH:37]=[CH:36][C:35]([F:38])=[CH:34][CH:33]=3)([OH:30])[C:26]([CH3:39])([CH3:40])[CH2:25]2)=[C:12]([CH:17]=1)[C:13]([NH:15][CH3:16])=[O:14]. The yield is 0.642. (4) The reactants are [Br:1][C:2]1[CH:11]=[C:10]2[C:5]([CH2:6][CH2:7][N:8]([CH2:13][CH:14]=O)[C:9]2=[O:12])=[CH:4][CH:3]=1.Cl.[CH3:17][C@@H:18]1[CH2:22][CH2:21][CH2:20][NH:19]1.C(N(C(C)C)CC)(C)C. No catalyst specified. The product is [Br:1][C:2]1[CH:11]=[C:10]2[C:5]([CH2:6][CH2:7][N:8]([CH2:13][CH2:14][N:19]3[CH2:20][CH2:21][CH2:22][C@H:18]3[CH3:17])[C:9]2=[O:12])=[CH:4][CH:3]=1. The yield is 0.400.